Dataset: Catalyst prediction with 721,799 reactions and 888 catalyst types from USPTO. Task: Predict which catalyst facilitates the given reaction. (1) Reactant: [CH2:1]([N:8]1[CH:13]([CH2:14][OH:15])[CH2:12][O:11][C:10]([CH3:17])([CH3:16])[C:9]1=O)[C:2]1[CH:7]=[CH:6][CH:5]=[CH:4][CH:3]=1.CO. Product: [CH2:1]([N:8]1[CH2:9][C:10]([CH3:16])([CH3:17])[O:11][CH2:12][CH:13]1[CH2:14][OH:15])[C:2]1[CH:3]=[CH:4][CH:5]=[CH:6][CH:7]=1. The catalyst class is: 7. (2) The catalyst class is: 12. Reactant: [C:1]1([N:7]2[CH2:12][CH2:11][CH2:10][C@H:9]([NH:13]C(=O)OC(C)(C)C)[CH2:8]2)[CH:6]=[CH:5][CH:4]=[CH:3][CH:2]=1.[ClH:21]. Product: [ClH:21].[ClH:21].[C:1]1([N:7]2[CH2:12][CH2:11][CH2:10][C@H:9]([NH2:13])[CH2:8]2)[CH:6]=[CH:5][CH:4]=[CH:3][CH:2]=1. (3) Reactant: [N:1]1([C:10]2[CH:15]=[CH:14][C:13]([OH:16])=[CH:12][CH:11]=2)[C:9]2[C:4](=[CH:5][CH:6]=[CH:7][CH:8]=2)[CH:3]=[N:2]1.[H-].[Na+].Cl[CH2:20][CH2:21][CH2:22][N:23]1[CH2:27][CH2:26][CH2:25][CH2:24]1.[I-].[Na+].C(=O)(O)[O-].[Na+]. Product: [N:23]1([CH2:22][CH2:21][CH2:20][O:16][C:13]2[CH:14]=[CH:15][C:10]([N:1]3[C:9]4[C:4](=[CH:5][CH:6]=[CH:7][CH:8]=4)[CH:3]=[N:2]3)=[CH:11][CH:12]=2)[CH2:27][CH2:26][CH2:25][CH2:24]1. The catalyst class is: 3. (4) Reactant: C1CCCCCC1.N([O:10][C:11](C)(C)[CH3:12])=O.ON1[C:20](=[O:21])[C:19]2=[CH:22][CH:23]=[CH:24][CH:25]=[C:18]2C1=O.C1(=NO)CCCCCC1.[N+](C1CCCCCC1)([O-])=O.C1(=O)CCCCCC1. Product: [C:11]([O:21][CH:20]1[CH2:18][CH2:25][CH2:24][CH2:23][CH2:22][CH2:19]1)(=[O:10])[CH3:12]. The catalyst class is: 15. (5) Reactant: [Br:1][C:2]1[C:3]([NH:15][CH:16]2[CH2:21][CH2:20][N:19]([CH3:22])[CH2:18][CH2:17]2)=[CH:4][C:5]([NH:8]C(=O)C(C)(C)C)=[N:6][CH:7]=1.C([O-])([O-])=O.[Na+].[Na+]. Product: [Br:1][C:2]1[C:3]([NH:15][CH:16]2[CH2:21][CH2:20][N:19]([CH3:22])[CH2:18][CH2:17]2)=[CH:4][C:5]([NH2:8])=[N:6][CH:7]=1. The catalyst class is: 33. (6) Reactant: [ClH:1].[CH2:2]([C:9]1[N:10]=[C:11]([C:26]2[CH:31]=[CH:30][C:29]([F:32])=[CH:28][CH:27]=2)[C:12]2[CH2:18][CH2:17][N:16](CC3C=CC=CC=3)[CH2:15][C:13]=2[N:14]=1)[C:3]1[CH:8]=[CH:7][CH:6]=[CH:5][CH:4]=1.C1CC=CCC=1. Product: [ClH:1].[CH2:2]([C:9]1[N:10]=[C:11]([C:26]2[CH:27]=[CH:28][C:29]([F:32])=[CH:30][CH:31]=2)[C:12]2[CH2:18][CH2:17][NH:16][CH2:15][C:13]=2[N:14]=1)[C:3]1[CH:8]=[CH:7][CH:6]=[CH:5][CH:4]=1. The catalyst class is: 50. (7) Reactant: [CH2:1]([C:3]([C:22]1[CH:27]=[CH:26][C:25]([C:28]#[C:29][C:30]([C:36]([F:39])([F:38])[F:37])([OH:35])[C:31]([F:34])([F:33])[F:32])=[C:24]([CH3:40])[CH:23]=1)([C:6]1[CH:11]=[CH:10][C:9]([B:12]2[O:16][C:15]([CH3:18])([CH3:17])[C:14]([CH3:20])([CH3:19])[O:13]2)=[C:8]([CH3:21])[CH:7]=1)[CH2:4][CH3:5])[CH3:2].[H][H]. Product: [CH2:1]([C:3]([C:22]1[CH:27]=[CH:26][C:25]([CH2:28][CH2:29][C:30]([C:31]([F:34])([F:32])[F:33])([OH:35])[C:36]([F:38])([F:37])[F:39])=[C:24]([CH3:40])[CH:23]=1)([C:6]1[CH:11]=[CH:10][C:9]([B:12]2[O:16][C:15]([CH3:17])([CH3:18])[C:14]([CH3:19])([CH3:20])[O:13]2)=[C:8]([CH3:21])[CH:7]=1)[CH2:4][CH3:5])[CH3:2]. The catalyst class is: 129. (8) Reactant: [Cl:1][C:2]1[CH:3]=[CH:4][C:5]([F:18])=[C:6]([C:8]2[N:9]=[C:10](I)[C:11]3[CH2:16][O:15][CH2:14][C:12]=3[N:13]=2)[CH:7]=1.C1C=CC(P(C2C(C3C(P(C4C=CC=CC=4)C4C=CC=CC=4)=CC=C4C=3C=CC=C4)=C3C(C=CC=C3)=CC=2)C2C=CC=CC=2)=CC=1.[NH2:65][C:66]1[CH:71]=[CH:70][N:69]=[CH:68][C:67]=1[CH3:72].C([O-])([O-])=O.[Cs+].[Cs+]. Product: [Cl:1][C:2]1[CH:3]=[CH:4][C:5]([F:18])=[C:6]([C:8]2[N:9]=[C:10]([NH:65][C:66]3[CH:71]=[CH:70][N:69]=[CH:68][C:67]=3[CH3:72])[C:11]3[CH2:16][O:15][CH2:14][C:12]=3[N:13]=2)[CH:7]=1. The catalyst class is: 231. (9) Reactant: [Br:1][CH2:2][C:3]1[CH:8]=[CH:7][C:6]([O:9][CH3:10])=[CH:5][C:4]=1[CH3:11].[C:12]1([P:18]([C:25]2[CH:30]=[CH:29][CH:28]=[CH:27][CH:26]=2)[C:19]2[CH:24]=[CH:23][CH:22]=[CH:21][CH:20]=2)[CH:17]=[CH:16][CH:15]=[CH:14][CH:13]=1. Product: [Br-:1].[CH3:10][O:9][C:6]1[CH:7]=[CH:8][C:3]([CH2:2][P+:18]([C:19]2[CH:20]=[CH:21][CH:22]=[CH:23][CH:24]=2)([C:25]2[CH:30]=[CH:29][CH:28]=[CH:27][CH:26]=2)[C:12]2[CH:13]=[CH:14][CH:15]=[CH:16][CH:17]=2)=[C:4]([CH3:11])[CH:5]=1. The catalyst class is: 11.